Dataset: Forward reaction prediction with 1.9M reactions from USPTO patents (1976-2016). Task: Predict the product of the given reaction. (1) Given the reactants [CH:1]1([CH:4]([C:11]2[CH:16]=[CH:15][CH:14]=[C:13]([CH2:17][O:18][C:19]3[CH:20]=[N:21][C:22]([O:30]C)=[C:23]([CH2:25][C:26]([CH3:29])([CH3:28])[CH3:27])[CH:24]=3)[CH:12]=2)[CH2:5][C:6]([O:8][CH2:9][CH3:10])=[O:7])[CH2:3][CH2:2]1.[Cl-].[NH+]1C=CC=CC=1.Cl, predict the reaction product. The product is: [CH:1]1([CH:4]([C:11]2[CH:16]=[CH:15][CH:14]=[C:13]([CH2:17][O:18][C:19]3[CH:20]=[N:21][C:22]([OH:30])=[C:23]([CH2:25][C:26]([CH3:29])([CH3:28])[CH3:27])[CH:24]=3)[CH:12]=2)[CH2:5][C:6]([O:8][CH2:9][CH3:10])=[O:7])[CH2:3][CH2:2]1. (2) Given the reactants [Cl:1][C:2]1[CH:7]=[CH:6][C:5]([C:8]2[C:12]([CH2:13][O:14][C:15]3[CH:23]=[CH:22][C:18]([C:19]([OH:21])=O)=[CH:17][N:16]=3)=[CH:11][O:10][N:9]=2)=[CH:4][CH:3]=1.[C:24]([NH:27][CH2:28][CH2:29][NH2:30])(=[O:26])[CH3:25], predict the reaction product. The product is: [C:24]([NH:27][CH2:28][CH2:29][NH:30][C:19](=[O:21])[C:18]1[CH:22]=[CH:23][C:15]([O:14][CH2:13][C:12]2[C:8]([C:5]3[CH:4]=[CH:3][C:2]([Cl:1])=[CH:7][CH:6]=3)=[N:9][O:10][CH:11]=2)=[N:16][CH:17]=1)(=[O:26])[CH3:25]. (3) Given the reactants P(Cl)(Cl)([Cl:3])=O.[F:6][C:7](=[C:17]([F:19])[F:18])[CH2:8][CH2:9][S:10][CH:11]1[NH:15][C:14](=O)[CH2:13][O:12]1.N1C=CC=CC=1, predict the reaction product. The product is: [Cl:3][C:14]1[N:15]=[C:11]([S:10][CH2:9][CH2:8][C:7]([F:6])=[C:17]([F:19])[F:18])[O:12][CH:13]=1. (4) Given the reactants [N:1]([C:4]1[CH:9]=[CH:8][CH:7]=[C:6]([O:10][CH3:11])[CH:5]=1)=[C:2]=[O:3].FC(F)(F)C1C=C(C=CC=1)C(Cl)=O.[NH2:25][C:26]1[C:31]2[C:32]([C:35]3[CH:36]=[C:37]([NH:41]C(=O)C4C=CC=C(C(F)(F)F)C=4)[CH:38]=[CH:39][CH:40]=3)=[CH:33][S:34][C:30]=2[C:29]([C:54]2[CH:55]=[N:56][CH:57]=[CH:58][CH:59]=2)=[CH:28][N:27]=1, predict the reaction product. The product is: [NH2:25][C:26]1[C:31]2[C:32]([C:35]3[CH:36]=[C:37]([NH:41][C:2]([NH:1][C:4]4[CH:9]=[CH:8][CH:7]=[C:6]([O:10][CH3:11])[CH:5]=4)=[O:3])[CH:38]=[CH:39][CH:40]=3)=[CH:33][S:34][C:30]=2[C:29]([C:54]2[CH:55]=[N:56][CH:57]=[CH:58][CH:59]=2)=[CH:28][N:27]=1. (5) The product is: [Cl:8][CH2:7][C:6]1[CH:5]=[CH:4][C:3]([C:9]2[C:16]([C:17]([O:19][CH3:20])=[O:18])=[CH:15][O:11][N:10]=2)=[CH:2][CH:1]=1. Given the reactants [CH:1]1[C:6]([CH2:7][Cl:8])=[CH:5][CH:4]=[C:3](/[C:9](/Cl)=[N:10]\[OH:11])[CH:2]=1.CO[CH:15]=[CH:16][C:17]([O:19][CH3:20])=[O:18].C(N(CC)CC)C.O, predict the reaction product.